From a dataset of Forward reaction prediction with 1.9M reactions from USPTO patents (1976-2016). Predict the product of the given reaction. Given the reactants [C:1]1(=[O:39])[N:5]([CH2:6][CH2:7][NH:8][C:9]([N:11]2[CH2:15][C@@H:14]([SH:16])[C@H:13]([NH:17][S:18]([C:21]3[CH:26]=[CH:25][C:24]([O:27][C:28]4[CH:33]=[CH:32][CH:31]=[CH:30][CH:29]=4)=[CH:23][CH:22]=3)(=[O:20])=[O:19])[CH2:12]2)=[O:10])[C:4](=[O:34])[C:3]2=[CH:35][CH:36]=[CH:37][CH:38]=[C:2]12.Cl.C(N1C[C@@H](S[C:44]([CH3:47])([CH3:46])[CH3:45])[C@H](NS(C2C=CC(OC3C=CC=CC=3)=CC=2)(=O)=O)C1)(O[C:44]([CH3:47])([CH3:46])[CH3:45])=O.C(N(C(C)C)CC)(C)C.ClC(Cl)(OC(=O)OC(Cl)(Cl)Cl)Cl.Cl.C1(=O)N(CCN)C(=O)C2=CC=CC=C12, predict the reaction product. The product is: [C:4]1(=[O:34])[N:5]([CH2:6][CH2:7][NH:8][C:9]([N:11]2[CH2:15][C@@H:14]([S:16][C:44]([CH3:47])([CH3:46])[CH3:45])[C@H:13]([NH:17][S:18]([C:21]3[CH:26]=[CH:25][C:24]([O:27][C:28]4[CH:33]=[CH:32][CH:31]=[CH:30][CH:29]=4)=[CH:23][CH:22]=3)(=[O:20])=[O:19])[CH2:12]2)=[O:10])[C:1](=[O:39])[C:2]2=[CH:38][CH:37]=[CH:36][CH:35]=[C:3]12.